Dataset: Forward reaction prediction with 1.9M reactions from USPTO patents (1976-2016). Task: Predict the product of the given reaction. (1) Given the reactants Cl[C:2]1[C:3]2[S:18][CH:17]=[CH:16][C:4]=2[N:5]=[C:6]([C:8]2[CH:13]=[CH:12][CH:11]=[CH:10][C:9]=2[O:14][CH3:15])[N:7]=1.[NH:19]1[CH2:24][CH2:23][CH:22]([NH:25][C:26](=[O:32])[O:27][CH2:28][CH:29]([CH3:31])[CH3:30])[CH2:21][CH2:20]1.CCN(CC)CC, predict the reaction product. The product is: [CH3:15][O:14][C:9]1[CH:10]=[CH:11][CH:12]=[CH:13][C:8]=1[C:6]1[N:7]=[C:2]([N:19]2[CH2:20][CH2:21][CH:22]([NH:25][C:26](=[O:32])[O:27][CH2:28][CH:29]([CH3:30])[CH3:31])[CH2:23][CH2:24]2)[C:3]2[S:18][CH:17]=[CH:16][C:4]=2[N:5]=1. (2) Given the reactants [Cl:1][C:2]1[CH:3]=[C:4]2[C:10]([C:11]3[N:16]=[C:15]([NH:17][C@H:18]4[CH2:22][CH2:21][N:20](S(C)(=O)=O)[CH2:19]4)[C:14]([F:27])=[CH:13][N:12]=3)=[CH:9][NH:8][C:5]2=[N:6][CH:7]=1.[C:28](=O)([O:37][CH2:38][CH:39]1[CH2:43][CH2:42][O:41][CH2:40]1)[O:29]N1C(=O)CCC1=O, predict the reaction product. The product is: [Cl:1][C:2]1[CH:3]=[C:4]2[C:10]([C:11]3[N:16]=[C:15]([NH:17][CH:18]4[CH2:22][CH2:21][N:20]([C:28]([O:37][CH2:38][C@H:39]5[CH2:43][CH2:42][O:41][CH2:40]5)=[O:29])[CH2:19]4)[C:14]([F:27])=[CH:13][N:12]=3)=[CH:9][NH:8][C:5]2=[N:6][CH:7]=1.